This data is from Cav3 T-type calcium channel HTS with 100,875 compounds. The task is: Binary Classification. Given a drug SMILES string, predict its activity (active/inactive) in a high-throughput screening assay against a specified biological target. (1) The molecule is S(=O)(=O)(N1CCCC1)c1ccc(NC(=O)CSc2[nH]c3c(cccc3)c(=O)n2)cc1. The result is 0 (inactive). (2) The molecule is S(c1n(nc(n1)c1ccc(OC)cc1)C(=O)CC)C. The result is 0 (inactive). (3) The result is 0 (inactive). The drug is S(CC(=O)c1c(n(CC(C)C)c(=O)n(c1=O)C)N)Cc1c(cccc1)C. (4) The molecule is s1c2c(CCCC2)c2c1nc(nc2SCC(=O)N1CCCC1)n1nc(cc1C)C. The result is 0 (inactive). (5) The drug is s1c(nnc1NC(=O)Cc1ccc(OC)cc1)CC. The result is 0 (inactive). (6) The compound is Clc1c(C(N2CCN(CC2)C(=O)c2occc2)c2n(nnn2)CC2OCCC2)cccc1. The result is 0 (inactive). (7) The drug is S(c1n(N)c(nn1)c1cc(OCC)ccc1)CC(=O)Nc1cc(OC)cc(OC)c1. The result is 0 (inactive). (8) The molecule is S(=O)(=O)(N1CCC(CC1)C(OCC)=O)c1cc(ccc1)c1nc2n(c1)cccc2C. The result is 0 (inactive). (9) The drug is S(c1n(c(nn1)CCNC(=O)c1ccc(OC)cc1)C)CC(=O)Nc1ccc(OCC)cc1. The result is 0 (inactive).